From a dataset of Full USPTO retrosynthesis dataset with 1.9M reactions from patents (1976-2016). Predict the reactants needed to synthesize the given product. (1) Given the product [C:8]([Si:5]([O:12][CH2:13][C:14]1[CH:21]=[CH:20][C:17](/[CH:18]=[CH:2]/[I:4])=[CH:16][CH:15]=1)([CH3:7])[CH3:6])([CH3:11])([CH3:10])[CH3:9], predict the reactants needed to synthesize it. The reactants are: I[CH:2]([I:4])I.[Si:5]([O:12][CH2:13][C:14]1[CH:21]=[CH:20][C:17]([CH:18]=O)=[CH:16][CH:15]=1)([C:8]([CH3:11])([CH3:10])[CH3:9])([CH3:7])[CH3:6].O. (2) Given the product [Br:17][C:18]1[CH:19]=[C:20]([CH:23]=[CH:24][CH:25]=1)[CH2:21][O:16][CH:13]1[CH2:14][CH2:15][N:10]([C:8]([O:7][C:3]([CH3:6])([CH3:4])[CH3:5])=[O:9])[CH2:11][CH2:12]1, predict the reactants needed to synthesize it. The reactants are: [H-].[Na+].[C:3]([O:7][C:8]([N:10]1[CH2:15][CH2:14][CH:13]([OH:16])[CH2:12][CH2:11]1)=[O:9])([CH3:6])([CH3:5])[CH3:4].[Br:17][C:18]1[CH:19]=[C:20]([CH:23]=[CH:24][CH:25]=1)[CH2:21]Br. (3) Given the product [CH2:36]([O:38][P:39]([O:40][CH2:41][CH3:42])([CH2:1][CH2:2][CH2:3][CH2:4][CH2:5][CH2:6][CH2:7][CH2:8][CH2:9][CH:10]=[CH2:11])=[O:43])[CH3:37], predict the reactants needed to synthesize it. The reactants are: [CH2:1](O)[CH2:2][CH2:3][CH2:4][CH2:5][CH2:6][CH2:7][CH2:8][CH2:9][CH:10]=[CH2:11].ICCCCCCCCCC=C.S(C1C=CC(C)=CC=1)([O-])(=O)=O.[CH2:36]([O:38][P:39]([O:43]CC)[O:40][CH2:41][CH3:42])[CH3:37]. (4) Given the product [Cl:11][C:6]1[CH:7]=[CH:8][C:9]([Cl:10])=[C:4]2[C:5]=1[CH:12]([CH3:13])[NH:16][C:15](=[S:17])[NH:3]2, predict the reactants needed to synthesize it. The reactants are: [BH4-].[Na+].[NH2:3][C:4]1[C:9]([Cl:10])=[CH:8][CH:7]=[C:6]([Cl:11])[C:5]=1[C:12](=O)[CH3:13].[C:15]([S-:17])#[N:16].[K+].Cl. (5) Given the product [CH2:12]([O:11][C:3]([C:4]1([C:5]([O:7][CH2:8][CH3:9])=[O:6])[CH2:15][CH:16]([CH2:17][C:18]2[CH:19]=[C:20]3[C:26]4([CH2:30][CH2:29][N:28]([C:31]([O:33][C:34]([CH3:37])([CH3:36])[CH3:35])=[O:32])[CH2:27]4)[CH2:25][N:24]([C:38]([O:40][CH2:41][CH2:42][Si:43]([CH3:45])([CH3:46])[CH3:44])=[O:39])[C:21]3=[CH:22][CH:23]=2)[CH2:47]1)=[O:10])[CH3:13], predict the reactants needed to synthesize it. The reactants are: [H-].[Na+].[C:3]([O:11][CH2:12][CH3:13])(=[O:10])[CH2:4][C:5]([O:7][CH2:8][CH3:9])=[O:6].Br[CH2:15][CH:16]([CH2:47]Br)[CH2:17][C:18]1[CH:19]=[C:20]2[C:26]3([CH2:30][CH2:29][N:28]([C:31]([O:33][C:34]([CH3:37])([CH3:36])[CH3:35])=[O:32])[CH2:27]3)[CH2:25][N:24]([C:38]([O:40][CH2:41][CH2:42][Si:43]([CH3:46])([CH3:45])[CH3:44])=[O:39])[C:21]2=[CH:22][CH:23]=1.O.